From a dataset of Forward reaction prediction with 1.9M reactions from USPTO patents (1976-2016). Predict the product of the given reaction. (1) Given the reactants [Cl:1][C:2]1[C:3]([NH:20][C:21]2[CH:30]=[CH:29][CH:28]=[CH:27][C:22]=2[C:23]([NH:25][CH3:26])=[O:24])=[N:4][C:5]([NH:8][C:9]2[CH:19]=[CH:18][C:12]3[CH2:13][CH2:14][NH:15][CH2:16][CH2:17][C:11]=3[CH:10]=2)=[N:6][CH:7]=1.C=O.[C:33]([BH3-])#N.[Na+], predict the reaction product. The product is: [Cl:1][C:2]1[C:3]([NH:20][C:21]2[CH:30]=[CH:29][CH:28]=[CH:27][C:22]=2[C:23]([NH:25][CH3:26])=[O:24])=[N:4][C:5]([NH:8][C:9]2[CH:19]=[CH:18][C:12]3[CH2:13][CH2:14][N:15]([CH3:33])[CH2:16][CH2:17][C:11]=3[CH:10]=2)=[N:6][CH:7]=1. (2) Given the reactants [Cl:1][C:2]1[N:3]=[C:4]([N:18]2[CH2:23][CH2:22][O:21][CH2:20][CH2:19]2)[C:5]2[CH:10]=[C:9]([CH2:11][N:12]3[CH2:17][CH2:16][NH:15][CH2:14][CH2:13]3)[S:8][C:6]=2[N:7]=1.[CH:24]1([S:27](Cl)(=[O:29])=[O:28])[CH2:26][CH2:25]1, predict the reaction product. The product is: [Cl:1][C:2]1[N:3]=[C:4]([N:18]2[CH2:19][CH2:20][O:21][CH2:22][CH2:23]2)[C:5]2[CH:10]=[C:9]([CH2:11][N:12]3[CH2:17][CH2:16][N:15]([S:27]([CH:24]4[CH2:26][CH2:25]4)(=[O:29])=[O:28])[CH2:14][CH2:13]3)[S:8][C:6]=2[N:7]=1. (3) Given the reactants [H-].[Na+].[NH:3]1[CH:7]=[N:6][CH:5]=[N:4]1.CS(O[C@H:13]1[CH2:18][CH2:17][C@H:16]([NH:19][C:20]([O:22][C:23]([CH3:26])([CH3:25])[CH3:24])=[O:21])[CH2:15][CH2:14]1)(=O)=O, predict the reaction product. The product is: [C:23]([O:22][C:20](=[O:21])[NH:19][C@H:16]1[CH2:15][CH2:14][C@@H:13]([N:3]2[CH:7]=[N:6][CH:5]=[N:4]2)[CH2:18][CH2:17]1)([CH3:26])([CH3:24])[CH3:25]. (4) Given the reactants [C:1]([C:5]1[CH:6]=[C:7]([CH:20]=O)[C:8]([OH:19])=[C:9]([C:11]2[CH:16]=[CH:15][C:14]([Cl:17])=[C:13]([Cl:18])[CH:12]=2)[CH:10]=1)([CH3:4])([CH3:3])[CH3:2].[CH3:22][C:23]1([NH2:27])[CH2:26][CH2:25][CH2:24]1, predict the reaction product. The product is: [C:1]([C:5]1[CH:10]=[C:9]([C:11]2[CH:16]=[CH:15][C:14]([Cl:17])=[C:13]([Cl:18])[CH:12]=2)[C:8]([OH:19])=[C:7]([CH2:20][NH:27][C:23]2([CH3:22])[CH2:26][CH2:25][CH2:24]2)[CH:6]=1)([CH3:4])([CH3:3])[CH3:2].